The task is: Predict the reactants needed to synthesize the given product.. This data is from Full USPTO retrosynthesis dataset with 1.9M reactions from patents (1976-2016). Given the product [CH2:17]([O:19][C:20](=[O:32])[CH2:21][CH2:22][C:23]1[CH:28]=[CH:27][C:26]([S:29][CH2:4][CH2:3][C@H:2]([OH:1])[CH3:16])=[CH:25][C:24]=1[CH2:30][CH3:31])[CH3:18], predict the reactants needed to synthesize it. The reactants are: [OH:1][C@H:2]([CH3:16])[CH2:3][CH2:4]OS(C1C=CC(C)=CC=1)(=O)=O.[CH2:17]([O:19][C:20](=[O:32])[CH2:21][CH2:22][C:23]1[CH:28]=[CH:27][C:26]([SH:29])=[CH:25][C:24]=1[CH2:30][CH3:31])[CH3:18].C(=O)([O-])[O-].[K+].[K+].